This data is from Forward reaction prediction with 1.9M reactions from USPTO patents (1976-2016). The task is: Predict the product of the given reaction. Given the reactants [NH2:1][C:2]1[CH:30]=[CH:29][C:5]([CH2:6][C:7]2[NH:15][C:14]3[C:13](=[O:16])[N:12]([CH2:17][C:18]4[CH:23]=[CH:22][CH:21]=[CH:20][CH:19]=4)[C:11](=[O:24])[N:10]([CH2:25][CH2:26][CH2:27][CH3:28])[C:9]=3[N:8]=2)=[CH:4][CH:3]=1.[CH3:31][S:32](Cl)(=[O:34])=[O:33], predict the reaction product. The product is: [CH2:17]([N:12]1[C:13](=[O:16])[C:14]2[NH:15][C:7]([CH2:6][C:5]3[CH:4]=[CH:3][C:2]([NH:1][S:32]([CH3:31])(=[O:34])=[O:33])=[CH:30][CH:29]=3)=[N:8][C:9]=2[N:10]([CH2:25][CH2:26][CH2:27][CH3:28])[C:11]1=[O:24])[C:18]1[CH:23]=[CH:22][CH:21]=[CH:20][CH:19]=1.